This data is from Forward reaction prediction with 1.9M reactions from USPTO patents (1976-2016). The task is: Predict the product of the given reaction. (1) Given the reactants [Br:1][C:2]1[CH:3]=[C:4]2[C:9](=[CH:10][CH:11]=1)[N:8]=[CH:7][C:6]([NH2:12])=[C:5]2[NH:13][C:14]1[C:15]([CH3:20])=[N:16][N:17]([CH3:19])[CH:18]=1.Cl[C:22](OC(Cl)(Cl)Cl)=[O:23], predict the reaction product. The product is: [Br:1][C:2]1[CH:11]=[CH:10][C:9]2[N:8]=[CH:7][C:6]3[NH:12][C:22](=[O:23])[N:13]([C:14]4[C:15]([CH3:20])=[N:16][N:17]([CH3:19])[CH:18]=4)[C:5]=3[C:4]=2[CH:3]=1. (2) Given the reactants [NH2:1][C:2]1[CH:3]=[C:4]([CH:8]([OH:13])[C:9]([F:12])([F:11])[F:10])[CH:5]=[CH:6][CH:7]=1.N1C=CC=CC=1.Cl[C:21](OC1C=CC=CC=1)=[O:22].[Cl:30][C:31]1[CH:37]=[C:36]([O:38][C:39]2[C:40]3[N:47]([CH3:48])[CH:46]=[CH:45][C:41]=3[N:42]=[CH:43][N:44]=2)[CH:35]=[CH:34][C:32]=1[NH2:33], predict the reaction product. The product is: [Cl:30][C:31]1[CH:37]=[C:36]([O:38][C:39]2[C:40]3[N:47]([CH3:48])[CH:46]=[CH:45][C:41]=3[N:42]=[CH:43][N:44]=2)[CH:35]=[CH:34][C:32]=1[NH:33][C:21]([NH:1][C:2]1[CH:7]=[CH:6][CH:5]=[C:4]([CH:8]([OH:13])[C:9]([F:10])([F:11])[F:12])[CH:3]=1)=[O:22]. (3) Given the reactants [NH2:1][CH:2]([C@@:5]1([C:13]2[CH:18]=[CH:17][CH:16]=[CH:15][CH:14]=2)[CH2:10][C@@H:9]2[CH2:11][C@H:6]1[CH2:7][CH:8]2[OH:12])[CH2:3][CH3:4].[H-].[Na+].[Cl:21][C:22]1[CH:31]=[C:30]2[C:25]([CH:26]=[CH:27][N:28]=[C:29]2[O:32][CH3:33])=[CH:24][C:23]=1F.C([O-])(O)=O.[Na+], predict the reaction product. The product is: [Cl:21][C:22]1[CH:31]=[C:30]2[C:25]([CH:26]=[CH:27][N:28]=[C:29]2[O:32][CH3:33])=[CH:24][C:23]=1[O:12][CH:8]1[CH2:7][C@@H:6]2[CH2:11][C@H:9]1[CH2:10][C@@:5]2([CH:2]([NH2:1])[CH2:3][CH3:4])[C:13]1[CH:14]=[CH:15][CH:16]=[CH:17][CH:18]=1. (4) Given the reactants [C:1]([O:7][CH2:8][C@@H:9]([C@@H:11]1[C@:19]2([CH3:20])[C@H:14]([C@@H:15]([OH:21])[CH2:16][CH2:17][CH2:18]2)[CH2:13][CH2:12]1)[CH3:10])(=[O:6])[C:2]([CH3:5])([CH3:4])[CH3:3].[Cr](O[Cr]([O-])(=O)=O)([O-])(=O)=O.[NH+]1C=CC=CC=1.[NH+]1C=CC=CC=1.C1(C)C=CC(S([O-])(=O)=O)=CC=1.[NH+]1C=CC=CC=1, predict the reaction product. The product is: [C:1]([O:7][CH2:8][C@@H:9]([C@@H:11]1[C@:19]2([CH3:20])[C@H:14]([C:15](=[O:21])[CH2:16][CH2:17][CH2:18]2)[CH2:13][CH2:12]1)[CH3:10])(=[O:6])[C:2]([CH3:5])([CH3:3])[CH3:4]. (5) Given the reactants C(N(CC)CC)C.[OH:8][C@H:9]1[CH2:13][N:12]([C:14]([C:16]2[CH:21]=[CH:20][C:19]([C:22]3[CH:27]=[CH:26][CH:25]=[CH:24][C:23]=3[CH3:28])=[CH:18][CH:17]=2)=[O:15])[C@H:11]([C:29]([OH:31])=[O:30])[CH2:10]1.C(OCC)(=O)C, predict the reaction product. The product is: [CH3:28][C:23]1[CH:24]=[CH:25][CH:26]=[CH:27][C:22]=1[C:19]1[CH:18]=[CH:17][C:16]([C:14]([N:12]2[CH2:13][C:9](=[O:8])[CH2:10][C@H:11]2[C:29]([OH:31])=[O:30])=[O:15])=[CH:21][CH:20]=1. (6) Given the reactants [CH2:1]([N:8]([C:17]([O:19][C:20]([CH3:23])([CH3:22])[CH3:21])=[O:18])[CH2:9][CH2:10][CH2:11]OS(C)(=O)=O)[C:2]1[CH:7]=[CH:6][CH:5]=[CH:4][CH:3]=1.C(=O)([O-])[O-].[K+].[K+].[F:30][C:31]1[CH:44]=[CH:43][C:34]([CH2:35][CH:36]2[CH2:42][NH:41][CH2:40][CH2:39][CH2:38][O:37]2)=[CH:33][CH:32]=1, predict the reaction product. The product is: [C:20]([O:19][C:17](=[O:18])[N:8]([CH2:1][C:2]1[CH:7]=[CH:6][CH:5]=[CH:4][CH:3]=1)[CH2:9][CH2:10][CH2:11][N:41]1[CH2:40][CH2:39][CH2:38][O:37][CH:36]([CH2:35][C:34]2[CH:43]=[CH:44][C:31]([F:30])=[CH:32][CH:33]=2)[CH2:42]1)([CH3:23])([CH3:22])[CH3:21]. (7) Given the reactants Cl[C:2]1[N:7]=[C:6]([NH:8][CH:9]2[CH2:14][CH2:13][CH2:12][CH2:11][CH2:10]2)[C:5]([N+:15]([O-:17])=[O:16])=[CH:4][CH:3]=1.[OH-:18].[K+], predict the reaction product. The product is: [CH:9]1([NH:8][C:6]2[N:7]=[C:2]([OH:18])[CH:3]=[CH:4][C:5]=2[N+:15]([O-:17])=[O:16])[CH2:14][CH2:13][CH2:12][CH2:11][CH2:10]1. (8) Given the reactants [CH2:1]([O:8][N:9]1[C:15](=[O:16])[N:14]2[CH2:17][C@H:10]1[CH2:11][CH2:12][C@H:13]2[C:18]([OH:20])=[O:19])[C:2]1[CH:7]=[CH:6][CH:5]=[CH:4][CH:3]=1.[CH2:21](O)[C:22]1[CH:27]=[CH:26][CH:25]=[CH:24][CH:23]=1.Cl.C(N=C=NCCCN(C)C)C, predict the reaction product. The product is: [CH2:1]([O:8][N:9]1[C:15](=[O:16])[N:14]2[CH2:17][C@H:10]1[CH2:11][CH2:12][C@H:13]2[C:18]([O:20][CH2:21][C:22]1[CH:27]=[CH:26][CH:25]=[CH:24][CH:23]=1)=[O:19])[C:2]1[CH:7]=[CH:6][CH:5]=[CH:4][CH:3]=1.